Regression. Given a peptide amino acid sequence and an MHC pseudo amino acid sequence, predict their binding affinity value. This is MHC class II binding data. From a dataset of Peptide-MHC class II binding affinity with 134,281 pairs from IEDB. The peptide sequence is YFIMAYVNQAHHIQL. The MHC is DRB1_1101 with pseudo-sequence DRB1_1101. The binding affinity (normalized) is 0.738.